Dataset: Experimentally validated miRNA-target interactions with 360,000+ pairs, plus equal number of negative samples. Task: Binary Classification. Given a miRNA mature sequence and a target amino acid sequence, predict their likelihood of interaction. (1) The miRNA is hsa-miR-526b-5p with sequence CUCUUGAGGGAAGCACUUUCUGU. The protein sequence of the target gene is MPKKKTGARKKAENRREREKQLRASRSTIDLAKHPCNASMECDKCQRRQKNRAFCYFCNSVQKLPICAQCGKTKCMMKSSDCVIKHAGVYSTGLAMVGAICDFCEAWVCHGRKCLSTHACACPLTDAECVECERGVWDHGGRIFSCSFCHNFLCEDDQFEHQASCQVLEAETFKCVSCNRLGQHSCLRCKACFCDDHTRSKVFKQEKGKQPPCPKCGHETQETKDLSMSTRSLKFGRQTGGEEGDGASGYDAYWKNLSSDKYGDTSYHDEEEDEYEAEDDEEEEDEGRKDSDTESSDLFT.... Result: 0 (no interaction). (2) The miRNA is hsa-miR-92b-3p with sequence UAUUGCACUCGUCCCGGCCUCC. The protein sequence of the target gene is MNEEEQFVNIDLNDDNICSVCKLGTDKETLSFCHICFELNIEGVPKSDLLHTKSLRGHKDCFEKYHLIANQGCPRSKLSKSTYEEVKTILSKKINWIVQYAQNKDLDSDSECSKNPQHHLFNFRHKPEEKLLPQFDSQVPKYSAKWIDGSAGGISNCTQRILEQRENTDFGLSMLQDSGATLCRNSVLWPHSHNQAQKKEETISSPEANVQTQHPHYSREELNSMTLGEVEQLNAKLLQQIQEVFEELTHQVQEKDSLASQLHVRHVAIEQLLKNCSKLPCLQVGRTGMKSHLPINN. Result: 1 (interaction). (3) The miRNA is hsa-miR-500b-5p with sequence AAUCCUUGCUACCUGGGU. The protein sequence of the target gene is MAGLYSLGVSVFSDQGGRKYMEDVTQIVVEPEPTAEEKPSPRRSLSQPLPPRPSPAALPGGEVSGKGPAVAAREARDPLPDAGASPAPSRCCRRRSSVAFFAVCDGHGGREAAQFAREHLWGFIKKQKGFTSSEPAKVCAAIRKGFLACHLAMWKKLAEWPKTMTGLPSTSGTTASVVIIRGMKMYVAHVGDSGVVLGIQDDPKDDFVRAVEVTQDHKPELPKERERIEGLGGSVMNKSGVNRVVWKRPRLTHNGPVRRSTVIDQIPFLAVARALGDLWSYDFFSGEFVVSPEPDTSVHT.... Result: 0 (no interaction). (4) The miRNA is hsa-miR-449b-3p with sequence CAGCCACAACUACCCUGCCACU. The protein sequence of the target gene is MDLPVNLTSFSLSTPSSLEPNRSLDTEVLRPSRPFLSAFRVLVLTLLGFLAAATFTWNLLVLATILKVRTFHRVPHNLVASMAISDVLVAVLVMPLSLVHELSGRRWQLGRRLCQLWIACDVLCCTASIWNVTAIALDRYWSITRHLEYTLRTRKRVSNVMILLTWALSTVISLAPLLFGWGETYSEPSEECQVSREPSYTVFSTVGAFYLPLCVVLFVYWKIYRAAKFRMGSRKTNSVSPVPEAVEVKNATQHPQMVFTVRHATVTFQTEGDTWREQKEQRAALMVGILIGVFVLCWFP.... Result: 0 (no interaction). (5) The miRNA is mmu-miR-343 with sequence UCUCCCUUCAUGUGCCCAGA. The protein sequence of the target gene is MGPVVERPAEPGTSSAAELELLKRRAAERIDEAAERLGALSRAIWSAPELAYEEHRAHGELTRFFECEPPAASWAVQPHFGLPTAFRAEWAPPESAAGPRALQVAFLCEYDALPALGHACGHNLIAEVGVAAALGLRAALESIAAPPPVKVIVLGTPAEEDGGGKIDLIEAGAFENLDVVFMAHPSQENAAYLPDVAEHDVTVKYYGKASHAAAYPWEGVNALDAAVLAYTNLSVLRQQMKPTWRVHGIIKNGGVKPNIIPSYSELVYYFRAPSMKELQVLTKKAEDCFRAAALATGCTV.... Result: 1 (interaction). (6) The protein sequence of the target gene is MSSGLWNQEKVTSPYWEERLFYLLLQECSVTDKQTQKLLRVPKGSIGQYIQDRSVGHSRVPSAKGKKNQIGLKILEQPHAVLFVDEKDVVEINEKFTELLLAITNCEERLSLFRNRIRLSKGLQVDVGSPVRVQLRSGEEKFPGVVRFRGPLLAERTVSGIFFGVELLEEGRGQGFTDGVYQGKQLFQCDEDCGVFVALDKLELIEDDDNGLESDFAGPGDTVQVEPPPLEINSRVSLKVGESTESGTVIFCDVLPGKESLGYFVGVDMDNPIGNWDGRFDGVQLCSFASVESTVLLHIN.... Result: 0 (no interaction). The miRNA is mmu-miR-1198-3p with sequence AAGCUAGCCUCUAACUCAUGGC. (7) The miRNA is hsa-miR-764 with sequence GCAGGUGCUCACUUGUCCUCCU. The protein sequence of the target gene is MAQKPLRLLACGDVEGKFDILFNRVQAIQKKSGNFDLLLCVGNFFGSTQDAEWEEYKTGIKKAPIQTYVLGANNQETVKYFQDADGCELAENITYLGRKGIFTGSSGLQIVYLSGTESLNEPVPGYSFSPKDVSSLRMMLCTTSQFKGVDILLTSPWPKCVGNFGNSSGEVDTKKCGSALVSSLATGLKPRYHFAALEKTYYERLPYRNHIILQENAQHATRFIALANVGNPEKKKYLYAFSIVPMKLMDAAELVKQPPDVTENPYRKSGQEASIGKQILAPVEESACQFFFDLNEKQGR.... Result: 1 (interaction).